This data is from Full USPTO retrosynthesis dataset with 1.9M reactions from patents (1976-2016). The task is: Predict the reactants needed to synthesize the given product. (1) Given the product [CH:10]1([NH:15][C:2]2[CH:9]=[CH:8][CH:7]=[CH:6][C:3]=2[C:4]#[N:5])[CH2:14][CH2:13][CH2:12][CH2:11]1, predict the reactants needed to synthesize it. The reactants are: F[C:2]1[CH:9]=[CH:8][CH:7]=[CH:6][C:3]=1[C:4]#[N:5].[CH:10]1([NH2:15])[CH2:14][CH2:13][CH2:12][CH2:11]1. (2) Given the product [F:7][C:17]1[CH:16]=[CH:33][C:32]2[C@@H:31]3[C@H:22]([C@H:23]4[C@@:27]([CH2:29][CH2:30]3)([CH3:28])[CH2:26][CH2:25][CH2:24]4)[CH2:21][CH2:20][C:19]=2[CH:18]=1, predict the reactants needed to synthesize it. The reactants are: F[B-](F)(F)F.B(F)(F)[F:7].CCOCC.N[C:16]1[CH:17]=[CH:18][C:19]2[CH2:20][CH2:21][C@@H:22]3[C@@H:31]([C:32]=2[CH:33]=1)[CH2:30][CH2:29][C@@:27]1([CH3:28])[C@H:23]3[CH2:24][CH2:25][CH2:26]1.C(ON=O)(C)(C)C. (3) Given the product [Br:1][C:25]1[CH:24]=[CH:23][C:18]([C:19]([O:21][CH3:22])=[O:20])=[CH:17][C:16]=1[CH2:15][Br:14], predict the reactants needed to synthesize it. The reactants are: [Br:1]C1C=C2C(C=C(C(O)=O)N2)=CC=1.[Br:14][CH2:15][C:16]1[CH:17]=[C:18]([CH:23]=[CH:24][CH:25]=1)[C:19]([O:21][CH3:22])=[O:20].C([O-])([O-])=O.[K+].[K+]. (4) Given the product [F:48][C:49]1[CH:50]=[CH:51][C:52]([CH2:53][N:54]2[CH:55]=[C:56]([C:65]([N:6]3[CH2:7][CH:4]([O:3][CH3:2])[CH2:5]3)=[O:66])[C:57](=[O:64])[C:58]([C:60]([O:62][CH3:63])=[O:61])=[CH:59]2)=[CH:68][CH:69]=1, predict the reactants needed to synthesize it. The reactants are: Cl.[CH3:2][O:3][CH:4]1[CH2:7][NH:6][CH2:5]1.F[P-](F)(F)(F)(F)F.N1(O[P+](N2CCCC2)(N2CCCC2)N2CCCC2)C2C=CC=CC=2N=N1.C(N(CC)CC)C.[F:48][C:49]1[CH:69]=[CH:68][C:52]([CH2:53][N:54]2[CH:59]=[C:58]([C:60]([O:62][CH3:63])=[O:61])[C:57](=[O:64])[C:56]([C:65](O)=[O:66])=[CH:55]2)=[CH:51][CH:50]=1. (5) Given the product [C:36]([N:15]1[CH2:16][CH2:17][N:12]([C:6]2[C:5]3[C:10](=[CH:11][C:2]([Cl:1])=[C:3]([C:22]4[CH:27]=[CH:26][C:25]([Cl:28])=[CH:24][CH:23]=4)[CH:4]=3)[N:9]=[CH:8][N:7]=2)[CH2:13][CH:14]1[CH2:18][C:19]([NH2:21])=[O:20])(=[O:39])[CH:37]=[CH2:38], predict the reactants needed to synthesize it. The reactants are: [Cl:1][C:2]1[CH:11]=[C:10]2[C:5]([C:6]([N:12]3[CH2:17][CH2:16][NH:15][CH:14]([CH2:18][C:19]([NH2:21])=[O:20])[CH2:13]3)=[N:7][CH:8]=[N:9]2)=[CH:4][C:3]=1[C:22]1[CH:27]=[CH:26][C:25]([Cl:28])=[CH:24][CH:23]=1.CCN(CC)CC.[C:36](Cl)(=[O:39])[CH:37]=[CH2:38]. (6) Given the product [CH2:1]([O:8][CH2:9][CH:10]1[CH:15]([SH:16])[CH2:14][CH2:13][N:12]([S:26]([C:29]2[CH:38]=[CH:37][C:36]3[C:31](=[CH:32][CH:33]=[CH:34][CH:35]=3)[CH:30]=2)(=[O:28])=[O:27])[CH2:11]1)[C:2]1[CH:7]=[CH:6][CH:5]=[CH:4][CH:3]=1, predict the reactants needed to synthesize it. The reactants are: [CH2:1]([O:8][CH2:9][CH:10]1[CH:15]([S:16]CC2C=CC(OC)=CC=2)[CH2:14][CH2:13][N:12]([S:26]([C:29]2[CH:38]=[CH:37][C:36]3[C:31](=[CH:32][CH:33]=[CH:34][CH:35]=3)[CH:30]=2)(=[O:28])=[O:27])[CH2:11]1)[C:2]1[CH:7]=[CH:6][CH:5]=[CH:4][CH:3]=1.C([SiH](CC)CC)C. (7) Given the product [F:1][C:2]1[CH:3]=[C:4]([C:29]2[CH:34]=[CH:33][CH:32]=[CH:31][C:30]=2[C:35]2[NH:52][C:63](=[O:66])[O:64][N:36]=2)[CH:5]=[CH:6][C:7]=1[CH2:8][C:9]1[C:10](=[O:28])[N:11]([C@H:21]2[CH2:26][CH2:25][C@H:24]([OH:27])[CH2:23][CH2:22]2)[C:12]2[N:13]([N:18]=[CH:19][N:20]=2)[C:14]=1[CH2:15][CH2:16][CH3:17], predict the reactants needed to synthesize it. The reactants are: [F:1][C:2]1[CH:3]=[C:4]([C:29]2[C:30]([C:35]#[N:36])=[CH:31][CH:32]=[CH:33][CH:34]=2)[CH:5]=[CH:6][C:7]=1[CH2:8][C:9]1[C:10](=[O:28])[N:11]([C@H:21]2[CH2:26][CH2:25][C@H:24]([OH:27])[CH2:23][CH2:22]2)[C:12]2[N:13]([N:18]=[CH:19][N:20]=2)[C:14]=1[CH2:15][CH2:16][CH3:17].FC(F)(F)S(O[Si](C(C)(C)C)(C)C)(=O)=O.[N:52]1C(C)=CC=CC=1C.[Cl-].O[NH3+].[C:63](=[O:66])([O-])[OH:64].[Na+]. (8) Given the product [C:1]([O:5][C:6]([NH:8][C@@H:9]([C@H:22]([CH2:29][O:30][CH3:31])[CH2:23][CH2:24][CH2:25][CH2:26][CH:27]=[CH2:28])[C:10]([N:12]1[CH2:16][C@H:15]([OH:17])[CH2:14][C@H:13]1[C:18]([OH:20])=[O:19])=[O:11])=[O:7])([CH3:4])([CH3:3])[CH3:2], predict the reactants needed to synthesize it. The reactants are: [C:1]([O:5][C:6]([NH:8][C@@H:9]([C@H:22]([CH2:29][O:30][CH3:31])[CH2:23][CH2:24][CH2:25][CH2:26][CH:27]=[CH2:28])[C:10]([N:12]1[CH2:16][C@H:15]([OH:17])[CH2:14][C@H:13]1[C:18]([O:20]C)=[O:19])=[O:11])=[O:7])([CH3:4])([CH3:3])[CH3:2].CO.[Li+].[OH-].